Dataset: Catalyst prediction with 721,799 reactions and 888 catalyst types from USPTO. Task: Predict which catalyst facilitates the given reaction. (1) Reactant: [F:1][C:2]1[CH:7]=[CH:6][C:5]([C@H:8](O)[CH2:9][N:10]2[CH2:14][CH2:13][CH2:12][CH:11]2[CH3:15])=[CH:4][CH:3]=1.CS(Cl)(=O)=O.C([N:24](CC)CC)C.N. Product: [F:1][C:2]1[CH:7]=[CH:6][C:5]([C@H:8]([NH2:24])[CH2:9][N:10]2[CH2:14][CH2:13][CH2:12][CH:11]2[CH3:15])=[CH:4][CH:3]=1. The catalyst class is: 168. (2) Reactant: ClC(Cl)(O[C:5](=[O:11])OC(Cl)(Cl)Cl)Cl.[O:13]1[CH2:18][CH:17]=[C:16]([C:19]2[N:24]=[C:23]([N:25]3[CH2:30][CH2:29][O:28][CH2:27][CH2:26]3)[N:22]=[C:21]([C:31]3[CH:36]=[CH:35][C:34]([NH2:37])=[CH:33][CH:32]=3)[N:20]=2)[CH2:15][CH2:14]1.[NH2:38][C:39]1[CH:44]=[CH:43][N:42]=[CH:41][CH:40]=1.CCN(CC)CC. Product: [O:13]1[CH2:14][CH:15]=[C:16]([C:19]2[N:24]=[C:23]([N:25]3[CH2:26][CH2:27][O:28][CH2:29][CH2:30]3)[N:22]=[C:21]([C:31]3[CH:36]=[CH:35][C:34]([NH:37][C:5]([NH:38][C:39]4[CH:44]=[CH:43][N:42]=[CH:41][CH:40]=4)=[O:11])=[CH:33][CH:32]=3)[N:20]=2)[CH2:17][CH2:18]1. The catalyst class is: 2.